Dataset: Peptide-MHC class II binding affinity with 134,281 pairs from IEDB. Task: Regression. Given a peptide amino acid sequence and an MHC pseudo amino acid sequence, predict their binding affinity value. This is MHC class II binding data. (1) The peptide sequence is LAGDAAGAWRTAAVE. The MHC is HLA-DPA10201-DPB10101 with pseudo-sequence HLA-DPA10201-DPB10101. The binding affinity (normalized) is 0.0657. (2) The peptide sequence is DINVGFKAAVAAAAG. The MHC is HLA-DPA10201-DPB10101 with pseudo-sequence HLA-DPA10201-DPB10101. The binding affinity (normalized) is 0.207. (3) The peptide sequence is EKKYFAATGFEPLAA. The MHC is DRB1_1001 with pseudo-sequence DRB1_1001. The binding affinity (normalized) is 0.799. (4) The peptide sequence is LANAGRSSGSRRPLG. The MHC is DRB5_0101 with pseudo-sequence DRB5_0101. The binding affinity (normalized) is 0. (5) The peptide sequence is QSAVVCGRRHSVRIR. The MHC is HLA-DQA10102-DQB10602 with pseudo-sequence HLA-DQA10102-DQB10602. The binding affinity (normalized) is 0.213. (6) The peptide sequence is PGIKAQQSKLAQRRV. The MHC is HLA-DQA10201-DQB10402 with pseudo-sequence HLA-DQA10201-DQB10402. The binding affinity (normalized) is 0.410.